This data is from Full USPTO retrosynthesis dataset with 1.9M reactions from patents (1976-2016). The task is: Predict the reactants needed to synthesize the given product. (1) Given the product [CH2:14]([O:13][C:9]1[CH:8]=[C:7]([N:6]2[C:2]([NH:1][C:29](=[O:30])[C:28]3[CH:32]=[C:33]([Br:36])[CH:34]=[CH:35][C:27]=3[Cl:26])=[CH:3][C:4]([C:21]([O:23][CH2:24][CH3:25])=[O:22])=[N:5]2)[CH:12]=[CH:11][CH:10]=1)[C:15]1[CH:20]=[CH:19][CH:18]=[CH:17][CH:16]=1, predict the reactants needed to synthesize it. The reactants are: [NH2:1][C:2]1[N:6]([C:7]2[CH:12]=[CH:11][CH:10]=[C:9]([O:13][CH2:14][C:15]3[CH:20]=[CH:19][CH:18]=[CH:17][CH:16]=3)[CH:8]=2)[N:5]=[C:4]([C:21]([O:23][CH2:24][CH3:25])=[O:22])[CH:3]=1.[Cl:26][C:27]1[CH:35]=[CH:34][C:33]([Br:36])=[CH:32][C:28]=1[C:29](O)=[O:30]. (2) Given the product [N:31]1[CH:5]=[CH:6][CH:7]=[CH:2][C:3]=1[N:9]1[CH2:14][CH2:13][N:12]([CH2:15][CH2:16][CH2:17][CH2:18][O:19][C:20]2[CH:29]=[CH:28][C:27]3[C:22](=[C:23]([OH:30])[CH:24]=[CH:25][CH:26]=3)[N:21]=2)[CH2:11][CH2:10]1, predict the reactants needed to synthesize it. The reactants are: Cl[C:2]1[C:7](Cl)=[CH:6][CH:5]=C[C:3]=1[N:9]1[CH2:14][CH2:13][N:12]([CH2:15][CH2:16][CH2:17][CH2:18][O:19][C:20]2[CH:29]=[CH:28][C:27]3[C:22](=[C:23]([OH:30])[CH:24]=[CH:25][CH:26]=3)[N:21]=2)[CH2:11][CH2:10]1.[N:31]1C=CC=CC=1N1CCNCC1. (3) Given the product [CH3:8][C:9]1[CH:10]=[C:11]([CH:18]=[C:19]([CH3:21])[CH:20]=1)[O:12][CH2:13][CH:14]1[O:2][C:1](=[O:4])[NH:16][CH2:15]1, predict the reactants needed to synthesize it. The reactants are: [C:1](=[O:4])([O-])[O-:2].[K+].[K+].Cl.[CH3:8][C:9]1[CH:10]=[C:11]([CH:18]=[C:19]([CH3:21])[CH:20]=1)[O:12][CH2:13][CH:14](O)[CH2:15][NH2:16].ClC(OCC)=O.Cl. (4) Given the product [CH:11]([N:8]1[CH:7]=[N:6][C:5]2[C:9]1=[N:10][C:2]([NH:23][C@H:24]([CH2:27][CH3:28])[CH2:25][OH:26])=[N:3][C:4]=2[NH:14][CH2:15][CH2:16][C:17]1[CH:22]=[CH:21][CH:20]=[CH:19][CH:18]=1)([CH3:13])[CH3:12], predict the reactants needed to synthesize it. The reactants are: Cl[C:2]1[N:10]=[C:9]2[C:5]([N:6]=[CH:7][N:8]2[CH:11]([CH3:13])[CH3:12])=[C:4]([NH:14][CH2:15][CH2:16][C:17]2[CH:22]=[CH:21][CH:20]=[CH:19][CH:18]=2)[N:3]=1.[NH2:23][C@H:24]([CH2:27][CH3:28])[CH2:25][OH:26]. (5) Given the product [C:20]([C:23]1[N:17]([OH:18])[C:8]([C:6]2[CH:5]=[CH:4][N:3]=[C:2]([F:1])[CH:7]=2)=[C:9]([C:11]2[CH:12]=[N:13][CH:14]=[CH:15][CH:16]=2)[N:29]=1)([CH3:22])([CH3:21])[CH3:19], predict the reactants needed to synthesize it. The reactants are: [F:1][C:2]1[CH:7]=[C:6]([C:8](=[N:17][OH:18])[C:9]([C:11]2[CH:12]=[N:13][CH:14]=[CH:15][CH:16]=2)=O)[CH:5]=[CH:4][N:3]=1.[CH3:19][C:20]([CH:23]=O)([CH3:22])[CH3:21].C([O-])(=O)C.[NH4+:29]. (6) Given the product [Cl:1][C:2]1[CH:7]=[C:6]([N+:8]([O-:10])=[O:9])[CH:5]=[CH:4][C:3]=1[O:11][CH2:13][CH:14]1[CH2:16][CH2:15]1, predict the reactants needed to synthesize it. The reactants are: [Cl:1][C:2]1[CH:7]=[C:6]([N+:8]([O-:10])=[O:9])[CH:5]=[CH:4][C:3]=1[OH:11].Br[CH2:13][CH:14]1[CH2:16][CH2:15]1.C(=O)([O-])[O-].[K+].[K+]. (7) Given the product [C:1]([O:6][C:7]1[CH:8]=[C:9]([CH:13]=[C:14]([O:16][C:17](=[O:21])[CH:18]([CH3:20])[CH3:19])[CH:15]=1)[C:10]([Cl:24])=[O:11])(=[O:5])[CH:2]([CH3:4])[CH3:3], predict the reactants needed to synthesize it. The reactants are: [C:1]([O:6][C:7]1[CH:8]=[C:9]([CH:13]=[C:14]([O:16][C:17](=[O:21])[CH:18]([CH3:20])[CH3:19])[CH:15]=1)[C:10](O)=[O:11])(=[O:5])[CH:2]([CH3:4])[CH3:3].S(Cl)([Cl:24])=O.